Predict the reaction yield, written as a fraction of the theoretical maximum amount of product (1.0 means a 100% yield; for example, 0.34 means a 34% yield). From a dataset of Reaction yield outcomes from USPTO patents with 853,638 reactions. The reactants are Br[C:2]1[C:7]([F:8])=[CH:6][C:5]([CH2:9][N:10]2[C@@H:15]([CH3:16])[CH2:14][CH2:13][CH:12]([C:17]3[CH:22]=[CH:21][CH:20]=[CH:19][CH:18]=3)[S:11]2(=[O:24])=[O:23])=[C:4]([F:25])[CH:3]=1.Cl.[N:27]1[N:28]=[CH:29][N:30]([CH:32]2[C@H:37]3[C@@H:33]2[CH2:34][NH:35][CH2:36]3)[CH:31]=1.C1(P(C2CCCCC2)C2C=CC=CC=2C2C(OCCC)=CC=CC=2OCCC)CCCCC1.C(=O)([O-])[O-].[Cs+].[Cs+]. The catalyst is C([O-])(=O)C.[Pd+2].C([O-])(=O)C. The product is [F:25][C:4]1[CH:3]=[C:2]([N:35]2[CH2:34][C@H:33]3[C@H:37]([CH:32]3[N:30]3[CH:31]=[N:27][N:28]=[CH:29]3)[CH2:36]2)[C:7]([F:8])=[CH:6][C:5]=1[CH2:9][N:10]1[C@@H:15]([CH3:16])[CH2:14][CH2:13][CH:12]([C:17]2[CH:22]=[CH:21][CH:20]=[CH:19][CH:18]=2)[S:11]1(=[O:24])=[O:23]. The yield is 0.560.